Dataset: Forward reaction prediction with 1.9M reactions from USPTO patents (1976-2016). Task: Predict the product of the given reaction. Given the reactants [C:1]([O:5][CH:6]([C:11]1[N:16]([CH3:17])[C:15](=[O:18])[C:14]2[NH:19][CH:20]=[CH:21][C:13]=2[C:12]=1[C:22]1[CH:27]=[CH:26][C:25]([Cl:28])=[CH:24][CH:23]=1)[C:7]([O:9]C)=[O:8])([CH3:4])([CH3:3])[CH3:2].[F:29][C:30]1[CH:37]=[CH:36][C:35]([F:38])=[CH:34][C:31]=1[CH2:32]Br, predict the reaction product. The product is: [C:1]([O:5][CH:6]([C:11]1[N:16]([CH3:17])[C:15](=[O:18])[C:14]2[N:19]([CH2:32][C:31]3[CH:34]=[C:35]([F:38])[CH:36]=[CH:37][C:30]=3[F:29])[CH:20]=[CH:21][C:13]=2[C:12]=1[C:22]1[CH:27]=[CH:26][C:25]([Cl:28])=[CH:24][CH:23]=1)[C:7]([OH:9])=[O:8])([CH3:2])([CH3:3])[CH3:4].